This data is from Forward reaction prediction with 1.9M reactions from USPTO patents (1976-2016). The task is: Predict the product of the given reaction. (1) Given the reactants [Br:1][C:2]1[CH:7]=[CH:6][C:5](I)=[C:4]([C:9]([F:12])([F:11])[F:10])[CH:3]=1.P([O-])([O-])([O-])=O.[K+].[K+].[K+].COC1C=C(OC)C=CC=1C[N:26]([C:49]1[S:53][N:52]=[CH:51][N:50]=1)[S:27]([C:30]1[CH:38]=[C:37]2[C:33]([C:34](B3OC(C)(C)C(C)(C)O3)=[CH:35][N:36]2[CH3:39])=[CH:32][CH:31]=1)(=[O:29])=[O:28].C(O)(C(F)(F)F)=O, predict the reaction product. The product is: [Br:1][C:2]1[CH:7]=[CH:6][C:5]([C:34]2[C:33]3[C:37](=[CH:38][C:30]([S:27]([NH:26][C:49]4[S:53][N:52]=[CH:51][N:50]=4)(=[O:28])=[O:29])=[CH:31][CH:32]=3)[N:36]([CH3:39])[CH:35]=2)=[C:4]([C:9]([F:12])([F:11])[F:10])[CH:3]=1. (2) Given the reactants [N:1]1([CH2:5][C:6]2[N:10]([CH3:11])[N:9]=[C:8]([N+:12]([O-])=O)[CH:7]=2)[CH2:4][CH2:3][CH2:2]1, predict the reaction product. The product is: [N:1]1([CH2:5][C:6]2[N:10]([CH3:11])[N:9]=[C:8]([NH2:12])[CH:7]=2)[CH2:4][CH2:3][CH2:2]1. (3) Given the reactants [F:1][C:2]([F:15])([F:14])[S:3]([O:6]S(C(F)(F)F)(=O)=O)(=[O:5])=[O:4].O[CH2:17][CH2:18][CH2:19][CH2:20][CH:21]1[CH2:25][CH2:24][O:23][C:22]1=[O:26].CCN(C(C)C)C(C)C, predict the reaction product. The product is: [F:1][C:2]([F:15])([F:14])[S:3]([O:6][CH2:17][CH2:18][CH2:19][CH2:20][CH:21]1[CH2:25][CH2:24][O:23][C:22]1=[O:26])(=[O:5])=[O:4]. (4) Given the reactants C1(C)C=CC=CC=1P(C1C=CC=CC=1C)C1C=CC=CC=1C.I[C:24]1[CH:25]=[C:26]([CH:29]=[CH:30][CH:31]=1)[C:27]#[N:28].[CH:32]([C:34]1[CH:35]=[N:36][CH:37]=[C:38]([CH:41]=1)[C:39]#[N:40])=[CH2:33], predict the reaction product. The product is: [C:27]([C:26]1[CH:25]=[C:24]([CH:33]=[CH:32][C:34]2[CH:35]=[N:36][CH:37]=[C:38]([CH:41]=2)[C:39]#[N:40])[CH:31]=[CH:30][CH:29]=1)#[N:28]. (5) Given the reactants FC(F)(F)S(O[C:7]1[CH:16]=[C:15]2[C:10]([C:11]([N:19]([C:26]3[CH:31]=[C:30]([O:32][CH3:33])[C:29]([Cl:34])=[CH:28][C:27]=3[Cl:35])C3C=CC=CC=3)=[C:12]([C:17]#[N:18])[CH:13]=[N:14]2)=[CH:9][C:8]=1[O:36][CH3:37])(=O)=O.[CH2:40]([OH:44])[CH2:41][C:42]#[CH:43].C(OCC)(=O)C.O, predict the reaction product. The product is: [Cl:35][C:27]1[CH:28]=[C:29]([Cl:34])[C:30]([O:32][CH3:33])=[CH:31][C:26]=1[NH:19][C:11]1[C:10]2[C:15](=[CH:16][C:7]([C:43]#[C:42][CH2:41][CH2:40][OH:44])=[C:8]([O:36][CH3:37])[CH:9]=2)[N:14]=[CH:13][C:12]=1[C:17]#[N:18]. (6) Given the reactants [OH:1][C:2]([C@H:4]([C:6]1[CH:15]=[CH:14][C:9]([CH2:10][CH:11]([CH3:13])[CH3:12])=[CH:8][CH:7]=1)[CH3:5])=[O:3].[CH3:16][N:17]([CH2:19][C@@H:20]1[C@@:25]([OH:34])([C:26]2[CH:31]=[CH:30][CH:29]=[C:28]([O:32][CH3:33])[CH:27]=2)[CH2:24][CH2:23][CH2:22][CH2:21]1)[CH3:18], predict the reaction product. The product is: [CH3:18][N:17]([CH2:19][C@@H:20]1[C@@:25]([OH:34])([C:26]2[CH:31]=[CH:30][CH:29]=[C:28]([O:32][CH3:33])[CH:27]=2)[CH2:24][CH2:23][CH2:22][CH2:21]1)[CH3:16].[OH:3][C:2]([C@H:4]([C:6]1[CH:7]=[CH:8][C:9]([CH2:10][CH:11]([CH3:12])[CH3:13])=[CH:14][CH:15]=1)[CH3:5])=[O:1]. (7) The product is: [N:6]1[CH:7]=[CH:8][CH:9]=[C:4]([C:3]2[CH:12]=[C:11]([C:13]3[CH:20]=[CH:19][C:16]([C:17]#[N:18])=[CH:15][CH:14]=3)[O:1][N:2]=2)[CH:5]=1. Given the reactants [OH:1][N:2]=[C:3](Cl)[C:4]1[CH:9]=[CH:8][CH:7]=[N:6][CH:5]=1.[C:11]([C:13]1[CH:20]=[CH:19][C:16]([C:17]#[N:18])=[CH:15][CH:14]=1)#[CH:12].N, predict the reaction product.